This data is from Full USPTO retrosynthesis dataset with 1.9M reactions from patents (1976-2016). The task is: Predict the reactants needed to synthesize the given product. The reactants are: ClC1C=CC=CC=1C[O:5][CH2:6][CH2:7][N:8]([C@H:25]1[CH2:30][CH2:29][C@H:28]([CH3:31])[CH2:27][CH2:26]1)[C:9](=[O:24])NC1SC(SCC(C)(C)C(O)=O)=CN=1.Br[CH2:37][C:38]1[CH:43]=[CH:42][C:41]([F:44])=[CH:40][C:39]=1[C:45]([F:48])([F:47])[F:46].C([O:51][C:52](=[O:63])[C:53]([S:56][C:57]1[S:61][C:60]([NH2:62])=[N:59][CH:58]=1)([CH3:55])[CH3:54])C. Given the product [F:44][C:41]1[CH:42]=[CH:43][C:38]([CH2:37][O:5][CH2:6][CH2:7][N:8]([C@H:25]2[CH2:26][CH2:27][C@H:28]([CH3:31])[CH2:29][CH2:30]2)[C:9](=[O:24])[NH:62][C:60]2[S:61][C:57]([S:56][C:53]([CH3:54])([CH3:55])[C:52]([OH:51])=[O:63])=[CH:58][N:59]=2)=[C:39]([C:45]([F:48])([F:47])[F:46])[CH:40]=1, predict the reactants needed to synthesize it.